Dataset: Forward reaction prediction with 1.9M reactions from USPTO patents (1976-2016). Task: Predict the product of the given reaction. (1) The product is: [CH3:9][O:8][C:6]1[CH:5]=[CH:4][C:3]([NH:10][C:11](=[O:13])[CH3:12])=[C:2]([O:1][CH2:26][CH:27]2[CH2:29][O:28]2)[CH:7]=1. Given the reactants [OH:1][C:2]1[CH:7]=[C:6]([O:8][CH3:9])[CH:5]=[CH:4][C:3]=1[NH:10][C:11](=[O:13])[CH3:12].CC1C=CC(NC(=O)C)=C(O[CH2:26][CH:27]2[CH2:29][O:28]2)C=1.C(=O)([O-])[O-].[Cs+].[Cs+], predict the reaction product. (2) The product is: [Br:1][C:2]1[CH:3]=[CH:4][C:5]([CH:8]([O:29][C:31]2[CH:40]=[CH:39][C:34]([C:35]([O:37][CH3:38])=[O:36])=[CH:33][CH:32]=2)[CH2:9][CH2:10][N:11]2[CH2:16][CH2:15][CH:14]([C:17]3[CH:22]=[CH:21][CH:20]=[C:19]([NH:23][C:24](=[O:28])[CH:25]([CH3:26])[CH3:27])[CH:18]=3)[CH2:13][CH2:12]2)=[CH:6][CH:7]=1. Given the reactants [Br:1][C:2]1[CH:7]=[CH:6][C:5]([CH:8]([OH:29])[CH2:9][CH2:10][N:11]2[CH2:16][CH2:15][CH:14]([C:17]3[CH:18]=[C:19]([NH:23][C:24](=[O:28])[CH:25]([CH3:27])[CH3:26])[CH:20]=[CH:21][CH:22]=3)[CH2:13][CH2:12]2)=[CH:4][CH:3]=1.O[C:31]1[CH:40]=[CH:39][C:34]([C:35]([O:37][CH3:38])=[O:36])=[CH:33][CH:32]=1, predict the reaction product. (3) Given the reactants CS(O[CH2:6][CH2:7][N:8]1[CH:12]=[C:11]([C:13]2[CH:18]=[C:17]([C:19]([O:21]C)=[O:20])[CH:16]=[CH:15][N:14]=2)[N:10]=[CH:9]1)(=O)=O.Cl.[C:24]([C:26]1[CH:34]=[CH:33][CH:32]=[C:31]2[C:27]=1[CH2:28][NH:29][CH2:30]2)#[N:25], predict the reaction product. The product is: [C:24]([C:26]1[CH:34]=[CH:33][CH:32]=[C:31]2[C:27]=1[CH2:28][N:29]([CH2:6][CH2:7][N:8]1[CH:12]=[C:11]([C:13]3[CH:18]=[C:17]([C:19]([OH:21])=[O:20])[CH:16]=[CH:15][N:14]=3)[N:10]=[CH:9]1)[CH2:30]2)#[N:25]. (4) Given the reactants [CH:1]1(P(C2CCCCC2)C2C=CC=CC=2C2C(C(C)C)=CC(C(C)C)=CC=2C(C)C)CCCC[CH2:2]1.[Cl:35][C:36]1[C:45]2[C:40](=[CH:41][C:42]([F:47])=[CH:43][C:44]=2[F:46])[N:39]=[C:38]([C:48]2[CH:53]=[C:52](Cl)[CH:51]=[CH:50][N:49]=2)[C:37]=1[CH3:55].CC(C)([O-])C.[Na+], predict the reaction product. The product is: [Cl:35][C:36]1[C:45]2[C:40](=[CH:41][C:42]([F:47])=[CH:43][C:44]=2[F:46])[N:39]=[C:38]([C:48]2[CH:53]=[C:52]([CH:1]=[CH2:2])[CH:51]=[CH:50][N:49]=2)[C:37]=1[CH3:55].